Dataset: Full USPTO retrosynthesis dataset with 1.9M reactions from patents (1976-2016). Task: Predict the reactants needed to synthesize the given product. Given the product [N:35]([CH2:38][C:39]([NH:24][CH:23]([CH2:25][CH2:26][C:27]([OH:29])=[O:28])[C:22]([OH:21])=[O:34])=[O:40])=[N+:36]=[N-:37], predict the reactants needed to synthesize it. The reactants are: C1CCC(N=C=NC2CCCCC2)CC1.Cl.C([O:21][C:22](=[O:34])[C@H:23]([CH2:25][CH2:26][C:27]([O:29]C(C)(C)C)=[O:28])[NH2:24])(C)(C)C.[N:35]([CH2:38][C:39](O)=[O:40])=[N+:36]=[N-:37].C1C=NC2N(O)N=NC=2C=1.CCN(C(C)C)C(C)C.